This data is from Forward reaction prediction with 1.9M reactions from USPTO patents (1976-2016). The task is: Predict the product of the given reaction. (1) Given the reactants Br[C:2]1[C:10]2[O:9][CH2:8][C@H:7]([C:11]3[CH:16]=[CH:15][C:14]([CH:17]([CH3:19])[CH3:18])=[CH:13][CH:12]=3)[C:6]=2[C:5]([CH3:20])=[C:4]([NH:21][C:22](=[O:28])[CH2:23][C:24]([CH3:27])([CH3:26])[CH3:25])[C:3]=1[CH3:29].[O:30]1[CH:34]=[CH:33][CH:32]=[C:31]1C(C1C=CC=CC=1)(C1C=CC=CC=1)O, predict the reaction product. The product is: [O:30]1[CH:34]=[CH:33][CH:32]=[C:31]1[C:2]1[C:10]2[O:9][CH2:8][C@H:7]([C:11]3[CH:12]=[CH:13][C:14]([CH:17]([CH3:19])[CH3:18])=[CH:15][CH:16]=3)[C:6]=2[C:5]([CH3:20])=[C:4]([NH:21][C:22](=[O:28])[CH2:23][C:24]([CH3:26])([CH3:25])[CH3:27])[C:3]=1[CH3:29]. (2) Given the reactants C(=O)(O)[O-].[Na+:5].S([O-])([O-])=O.[Na+].[Na+].[F:12][CH:13]([F:25])[O:14][C:15]1[CH:16]=[C:17]([S:21](Cl)(=[O:23])=[O:22])[CH:18]=[CH:19][CH:20]=1.S(Cl)(Cl)(=O)=O, predict the reaction product. The product is: [F:25][CH:13]([F:12])[O:14][C:15]1[CH:16]=[C:17]([S:21]([O-:23])=[O:22])[CH:18]=[CH:19][CH:20]=1.[Na+:5]. (3) Given the reactants Cl[C:2]1[C:11]([C:12]([OH:14])=[O:13])=[CH:10][C:9]2[C:4](=[CH:5][CH:6]=[C:7]([Cl:15])[CH:8]=2)[N:3]=1.[NH2:16][C@@H:17]([CH2:21][C:22]1[CH:27]=[CH:26][C:25]([O:28][C:29]2[CH:34]=[CH:33][C:32]([C:35]([F:38])([F:37])[F:36])=[CH:31][N:30]=2)=[CH:24][CH:23]=1)[C:18]([OH:20])=[O:19], predict the reaction product. The product is: [C:18]([C@@H:17]([NH:16][C:2]1[C:11]([C:12]([OH:14])=[O:13])=[CH:10][C:9]2[C:4](=[CH:5][CH:6]=[C:7]([Cl:15])[CH:8]=2)[N:3]=1)[CH2:21][C:22]1[CH:23]=[CH:24][C:25]([O:28][C:29]2[CH:34]=[CH:33][C:32]([C:35]([F:38])([F:36])[F:37])=[CH:31][N:30]=2)=[CH:26][CH:27]=1)([OH:20])=[O:19]. (4) Given the reactants [CH:1]1([N:7]2[C:15]3[C:14](=[O:16])[NH:13][C:12]([C:17]4[CH:22]=[CH:21][C:20]([S:23](Cl)(=[O:25])=[O:24])=[CH:19][C:18]=4[O:27][CH2:28][CH3:29])=[N:11][C:10]=3[C:9]([CH3:30])=[N:8]2)[CH2:6][CH2:5][CH2:4][CH2:3][CH2:2]1.[CH3:31][N:32]1[CH2:38][CH2:37][CH2:36][NH:35][CH2:34][CH2:33]1, predict the reaction product. The product is: [CH:1]1([N:7]2[C:15]3[C:14](=[O:16])[NH:13][C:12]([C:17]4[CH:22]=[CH:21][C:20]([S:23]([N:35]5[CH2:36][CH2:37][CH2:38][N:32]([CH3:31])[CH2:33][CH2:34]5)(=[O:25])=[O:24])=[CH:19][C:18]=4[O:27][CH2:28][CH3:29])=[N:11][C:10]=3[C:9]([CH3:30])=[N:8]2)[CH2:6][CH2:5][CH2:4][CH2:3][CH2:2]1. (5) Given the reactants [H-].[Na+].[Br:3][C:4]1[C:5]([NH:10][C:11](=[O:13])[CH3:12])=[N:6][CH:7]=[CH:8][CH:9]=1.[H][H].[S:16]1[CH:20]=[CH:19][C:18]([C:21](Cl)=[O:22])=[CH:17]1, predict the reaction product. The product is: [C:11]([N:10]([C:5]1[C:4]([Br:3])=[CH:9][CH:8]=[CH:7][N:6]=1)[C:21]([C:18]1[CH:19]=[CH:20][S:16][CH:17]=1)=[O:22])(=[O:13])[CH3:12]. (6) Given the reactants [Cl:1][C:2]1[CH:3]=[CH:4][C:5]([C:20]#[N:21])=[C:6]([C:8]2[CH:13]=[CH:12][N:11]([CH:14]([CH3:18])[C:15]([OH:17])=O)[C:10](=[O:19])[CH:9]=2)[CH:7]=1.[NH:22]1[CH:26]=[C:25]([C:27]2[CH:33]=[CH:32][C:30]([NH2:31])=[CH:29][CH:28]=2)[N:24]=[CH:23]1, predict the reaction product. The product is: [Cl:1][C:2]1[CH:3]=[CH:4][C:5]([C:20]#[N:21])=[C:6]([C:8]2[CH:13]=[CH:12][N:11]([CH:14]([CH3:18])[C:15]([NH:31][C:30]3[CH:29]=[CH:28][C:27]([C:25]4[N:24]=[CH:23][NH:22][CH:26]=4)=[CH:33][CH:32]=3)=[O:17])[C:10](=[O:19])[CH:9]=2)[CH:7]=1. (7) Given the reactants [CH:1]([C:3]1[CH:4]=[CH:5][C:6]([O:13][S:14]([CH3:17])(=[O:16])=[O:15])=[C:7]([CH:12]=1)[C:8]([O:10][CH3:11])=[O:9])=[O:2].[CH3:18][C:19](=[N:23]O)[C:20](=O)[CH3:21].[ClH:25].C(OCC)(=O)C, predict the reaction product. The product is: [Cl:25][CH2:18][C:19]1[N:23]=[C:1]([C:3]2[CH:4]=[CH:5][C:6]([O:13][S:14]([CH3:17])(=[O:15])=[O:16])=[C:7]([CH:12]=2)[C:8]([O:10][CH3:11])=[O:9])[O:2][C:20]=1[CH3:21]. (8) Given the reactants Cl[C:2]([O:4][CH:5]([Cl:7])[CH3:6])=[O:3].[OH:8][CH:9]([CH2:16][C:17]([O:19][CH2:20][CH3:21])=[O:18])[CH2:10][C:11]([O:13][CH2:14][CH3:15])=[O:12].N1C=CC=CC=1, predict the reaction product. The product is: [Cl:7][CH:5]([O:4][C:2]([O:8][CH:9]([CH2:10][C:11]([O:13][CH2:14][CH3:15])=[O:12])[CH2:16][C:17]([O:19][CH2:20][CH3:21])=[O:18])=[O:3])[CH3:6].